From a dataset of Reaction yield outcomes from USPTO patents with 853,638 reactions. Predict the reaction yield, written as a fraction of the theoretical maximum amount of product (1.0 means a 100% yield; for example, 0.34 means a 34% yield). (1) The reactants are [F:1][C:2]1[C:3]([NH:17][C:18]([C:20]2[N:24]([CH3:25])[N:23]=[CH:22][C:21]=2[C:26](O)=[O:27])=[O:19])=[CH:4][C:5]2[N:6]([N:8]=[C:9]([C:11]3[CH:16]=[CH:15][CH:14]=[CH:13][CH:12]=3)[N:10]=2)[CH:7]=1.[NH:29]1[CH2:34][CH2:33][O:32][CH2:31][CH2:30]1.CCCP(=O)=O.C(N(C(C)C)CC)(C)C. The catalyst is O1CCCC1. The product is [F:1][C:2]1[C:3]([NH:17][C:18]([C:20]2[N:24]([CH3:25])[N:23]=[CH:22][C:21]=2[C:26]([N:29]2[CH2:34][CH2:33][O:32][CH2:31][CH2:30]2)=[O:27])=[O:19])=[CH:4][C:5]2[N:6]([N:8]=[C:9]([C:11]3[CH:16]=[CH:15][CH:14]=[CH:13][CH:12]=3)[N:10]=2)[CH:7]=1. The yield is 0.411. (2) The reactants are [Cl:1][C:2]1[CH:3]=[CH:4][C:5]([S:9][CH3:10])=[C:6]([NH2:8])[CH:7]=1.[F:11][C:12]1[CH:17]=[C:16]([F:18])[CH:15]=[CH:14][C:13]=1[S:19](Cl)(=[O:21])=[O:20]. No catalyst specified. The product is [Cl:1][C:2]1[CH:3]=[CH:4][C:5]([S:9][CH3:10])=[C:6]([NH:8][S:19]([C:13]2[CH:14]=[CH:15][C:16]([F:18])=[CH:17][C:12]=2[F:11])(=[O:21])=[O:20])[CH:7]=1. The yield is 0.940. (3) The reactants are [OH:1][CH:2]1[CH2:7][CH2:6][CH2:5][N:4]([NH:8][C:9]([C:11]2[N:12]=[C:13]([C:24]3[CH:29]=[CH:28][C:27]([Cl:30])=[CH:26][C:25]=3[Cl:31])[N:14]([C:17]3[CH:22]=[CH:21][C:20]([OH:23])=[CH:19][CH:18]=3)[C:15]=2[CH3:16])=[O:10])[CH2:3]1.C1COCC1.C(N(CC)CC)C.[F:44][C:45]([F:53])([F:52])[CH2:46][CH2:47][S:48](Cl)(=[O:50])=[O:49]. The catalyst is ClCCl. The product is [Cl:31][C:25]1[CH:26]=[C:27]([Cl:30])[CH:28]=[CH:29][C:24]=1[C:13]1[N:14]([C:17]2[CH:18]=[CH:19][C:20]([O:23][S:48]([CH2:47][CH2:46][C:45]([F:53])([F:52])[F:44])(=[O:50])=[O:49])=[CH:21][CH:22]=2)[C:15]([CH3:16])=[C:11]([C:9](=[O:10])[NH:8][N:4]2[CH2:5][CH2:6][CH2:7][CH:2]([OH:1])[CH2:3]2)[N:12]=1. The yield is 0.250. (4) The reactants are [Cl:1][C:2]1[N:7]=[C:6]([NH:8][C@@H:9]([CH2:14][CH2:15][C:16]([O:18][CH3:19])=[O:17])[C:10](OC)=[O:11])[C:5]([N+:20]([O-])=O)=[CH:4][CH:3]=1.CC(O)C.C(O)(=O)C. The catalyst is [Fe].O. The product is [Cl:1][C:2]1[CH:3]=[CH:4][C:5]2[NH:20][C:10](=[O:11])[C@H:9]([CH2:14][CH2:15][C:16]([O:18][CH3:19])=[O:17])[NH:8][C:6]=2[N:7]=1. The yield is 0.810. (5) The reactants are [CH:1]1[C:14]2[C:5](=[CH:6][C:7]3[C:12]([C:13]=2[C:15]2[C:16]4[C:21]([CH:22]=[C:23]5[C:28]=2[CH:27]=[CH:26][CH:25]=[CH:24]5)=[CH:20][CH:19]=[CH:18][CH:17]=4)=[CH:11][CH:10]=[CH:9][CH:8]=3)[CH:4]=[CH:3][CH:2]=1.[Br:29]N1C(=O)CCC1=O.O. The catalyst is CN(C=O)C. The product is [Br:29][C:22]1[C:21]2[C:16](=[CH:17][CH:18]=[CH:19][CH:20]=2)[C:15]([C:13]2[C:14]3[C:5]([CH:6]=[C:7]4[C:12]=2[CH:11]=[CH:10][CH:9]=[CH:8]4)=[CH:4][CH:3]=[CH:2][CH:1]=3)=[C:28]2[C:23]=1[CH:24]=[CH:25][CH:26]=[CH:27]2. The yield is 0.370. (6) The reactants are [S:1]1[CH:5]=[CH:4][CH:3]=[C:2]1[Mg]Br.O1CC[CH2:10][SiH2:9]1.[CH3:13][CH2:14][CH2:15][CH2:16][CH2:17][CH3:18].C(O[C:22](=[O:24])C)C.[CH2:25](OCC)C. No catalyst specified. The product is [OH:24][CH2:22][C:15]1[CH:14]=[CH:13][CH:18]=[CH:17][C:16]=1[Si:9]([CH3:10])([CH3:25])[C:2]1[S:1][CH:5]=[CH:4][CH:3]=1. The yield is 0.790. (7) The reactants are Cl.[CH2:2]([O:4][C:5](=[O:8])[CH2:6][NH2:7])[CH3:3].C([O-])(=O)C.[Na+].CO[CH:16]1[CH2:20][CH2:19][CH:18](OC)O1.C([O-])(O)=O.[Na+]. The catalyst is O.C(O)(=O)C. The product is [N:7]1([CH2:6][C:5]([O:4][CH2:2][CH3:3])=[O:8])[CH:16]=[CH:20][CH:19]=[CH:18]1. The yield is 0.650.